Predict the reactants needed to synthesize the given product. From a dataset of Full USPTO retrosynthesis dataset with 1.9M reactions from patents (1976-2016). Given the product [OH:23][C:17]1[C:18]([CH3:22])=[CH:19][CH:20]=[CH:21][C:16]=1[NH:15][C:7]([C:6]1[CH:5]=[C:4]([CH3:10])[S:3][C:2]=1[Br:1])=[O:9], predict the reactants needed to synthesize it. The reactants are: [Br:1][C:2]1[S:3][C:4]([CH3:10])=[CH:5][C:6]=1[C:7]([OH:9])=O.S(Cl)(Cl)=O.[NH2:15][C:16]1[CH:21]=[CH:20][CH:19]=[C:18]([CH3:22])[C:17]=1[OH:23].